The task is: Predict the reaction yield, written as a fraction of the theoretical maximum amount of product (1.0 means a 100% yield; for example, 0.34 means a 34% yield).. This data is from Reaction yield outcomes from USPTO patents with 853,638 reactions. (1) The reactants are [N:1]1[C:6]2[CH2:7][CH2:8][NH:9][CH2:10][C:5]=2[C:4]([O:11][C@H:12]2[CH2:16][CH2:15][N:14]([C:17](=[O:20])[CH2:18][CH3:19])[CH2:13]2)=[N:3][CH:2]=1.CC(C1C=C(C(C)C)C(C2C=CC=CC=2P(C2CCCCC2)C2CCCCC2)=C(C(C)C)C=1)C.C(Cl)(Cl)Cl.Br[C:60]1[CH:61]=[C:62]([C:68]([F:71])([F:70])[F:69])[C:63]([O:66][CH3:67])=[N:64][CH:65]=1.C([O-])([O-])=O.[Cs+].[Cs+]. The catalyst is C1C=CC(/C=C/C(/C=C/C2C=CC=CC=2)=O)=CC=1.C1C=CC(/C=C/C(/C=C/C2C=CC=CC=2)=O)=CC=1.C1C=CC(/C=C/C(/C=C/C2C=CC=CC=2)=O)=CC=1.[Pd].[Pd]. The product is [CH3:67][O:66][C:63]1[N:64]=[CH:65][C:60]([N:9]2[CH2:8][CH2:7][C:6]3[N:1]=[CH:2][N:3]=[C:4]([O:11][C@H:12]4[CH2:16][CH2:15][N:14]([C:17](=[O:20])[CH2:18][CH3:19])[CH2:13]4)[C:5]=3[CH2:10]2)=[CH:61][C:62]=1[C:68]([F:71])([F:69])[F:70]. The yield is 0.330. (2) The product is [NH2:9][CH2:8][C@@H:7]1[CH2:6][CH2:5][N:4]([C:17]([O:19][C:20]([CH3:22])([CH3:21])[CH3:23])=[O:18])[CH2:3][C@H:2]1[OH:1]. The yield is 1.00. The reactants are [OH:1][C@H:2]1[C@H:7]([CH2:8][NH:9]CC2C=CC=CC=2)[CH2:6][CH2:5][N:4]([C:17]([O:19][C:20]([CH3:23])([CH3:22])[CH3:21])=[O:18])[CH2:3]1.[H][H]. The catalyst is CO.[Pd]. (3) The reactants are [CH2:1]([N:4]1[C@H:9]([CH3:10])[CH2:8][N:7]([C@@H:11]([C:27]2[CH:32]=[CH:31][CH:30]=[C:29]([OH:33])[CH:28]=2)[C:12]2[CH:13]=[C:14]([CH:24]=[CH:25][CH:26]=2)[C:15]([N:17]2[CH2:22][CH2:21][C:20](=O)[CH2:19][CH2:18]2)=[O:16])[C@@H:6]([CH3:34])[CH2:5]1)[CH:2]=[CH2:3].Cl.[NH2:36][CH2:37][CH2:38][CH2:39][C:40]([O:42][CH2:43][CH3:44])=[O:41].[OH-].[K+].C([BH3-])#N.[Na+]. The catalyst is C(O)C. The product is [CH2:43]([O:42][C:40](=[O:41])[CH2:39][CH2:38][CH2:37][NH:36][CH:20]1[CH2:19][CH2:18][N:17]([C:15](=[O:16])[C:14]2[CH:24]=[CH:25][CH:26]=[C:12]([C@@H:11]([N:7]3[CH2:8][C@@H:9]([CH3:10])[N:4]([CH2:1][CH:2]=[CH2:3])[CH2:5][C@@H:6]3[CH3:34])[C:27]3[CH:32]=[CH:31][CH:30]=[C:29]([OH:33])[CH:28]=3)[CH:13]=2)[CH2:22][CH2:21]1)[CH3:44]. The yield is 0.530. (4) The reactants are [F:1][C:2]1[CH:7]=[CH:6][CH:5]=[C:4]([F:8])[C:3]=1[C:9]1[N:18]=[CH:17][C:16]2[C:11](=[C:12]([O:19]C)[CH:13]=[CH:14][CH:15]=2)[N:10]=1.B(Br)(Br)Br. The catalyst is C(Cl)Cl. The product is [F:1][C:2]1[CH:7]=[CH:6][CH:5]=[C:4]([F:8])[C:3]=1[C:9]1[N:18]=[CH:17][C:16]2[C:11](=[C:12]([OH:19])[CH:13]=[CH:14][CH:15]=2)[N:10]=1. The yield is 0.940. (5) The reactants are ClC1C=[C:4]([N:8]2[CH2:12][CH2:11][C:10]3([CH2:17][CH2:16][CH2:15][C:14](=O)[CH2:13]3)[C:9]2=[O:19])C=CC=1.C([O-])(=O)C.[NH4+].C([BH3-])#[N:26].[Na+]. The catalyst is CO. The product is [NH2:26][CH:14]1[CH2:15][CH2:16][CH2:17][C:10]2([C:9](=[O:19])[N:8]([CH3:4])[CH2:12][CH2:11]2)[CH2:13]1. The yield is 0.940. (6) The reactants are [CH2:1]1[O:3][CH2:2]1.[CH3:4][C:5]([CH3:9])([CH3:8])[CH2:6][NH2:7]. The catalyst is CO. The product is [CH3:4][C:5]([CH3:9])([CH3:8])[CH2:6][NH:7][CH2:2][CH2:1][OH:3]. The yield is 0.970.